Dataset: Full USPTO retrosynthesis dataset with 1.9M reactions from patents (1976-2016). Task: Predict the reactants needed to synthesize the given product. Given the product [O:1]1[C:8]2[CH:7]=[C:6]([C:9]([O:11][CH2:12][CH2:13][O:14][C:19](=[O:20])[CH2:18][CH2:17][CH2:16][Cl:15])=[O:10])[NH:5][C:4]=2[CH:3]=[CH:2]1, predict the reactants needed to synthesize it. The reactants are: [O:1]1[C:8]2[CH:7]=[C:6]([C:9]([O:11][CH2:12][CH2:13][OH:14])=[O:10])[NH:5][C:4]=2[CH:3]=[CH:2]1.[Cl:15][CH2:16][CH2:17][CH2:18][C:19](O)=[O:20].